From a dataset of Forward reaction prediction with 1.9M reactions from USPTO patents (1976-2016). Predict the product of the given reaction. (1) Given the reactants [NH2:1][C:2]1[CH:7]=[CH:6][CH:5]=[CH:4][N:3]=1.Cl[CH2:9][C:10]([NH:12][C:13]([NH:15][CH2:16][CH3:17])=[O:14])=O.[N:18]1[C:23](C)=[CH:22][CH:21]=[CH:20][C:19]=1C, predict the reaction product. The product is: [CH2:10]([NH:12][C:13]([NH:15][C:16]1[N:1]=[C:2]2[CH:7]=[C:6]([C:20]3[CH:19]=[N:18][CH:23]=[CH:22][CH:21]=3)[CH:5]=[CH:4][N:3]2[CH:17]=1)=[O:14])[CH3:9]. (2) Given the reactants [Cl:1][C:2](=[CH2:5])[C:3]#[N:4].C1CC=CC=1.[C:11]1([CH3:17])[CH:16]=CC=[CH:13][CH:12]=1, predict the reaction product. The product is: [Cl:1][C:2]1([C:3]#[N:4])[CH2:16][CH:11]2[CH2:17][CH:5]1[CH:13]=[CH:12]2. (3) Given the reactants [NH2:1][C:2]1[C:3]2[C:10]([C:11]3[CH:16]=[CH:15][C:14]([O:17][C:18]4[CH:23]=[CH:22][CH:21]=[CH:20][CH:19]=4)=[CH:13][CH:12]=3)=[CH:9][N:8]([CH:24]3[CH2:29][CH2:28][C:27](=O)[CH2:26][CH2:25]3)[C:4]=2[N:5]=[CH:6][N:7]=1.C([O-])(=O)C.[NH4+:35], predict the reaction product. The product is: [NH2:35][CH:27]1[CH2:28][CH2:29][CH:24]([N:8]2[C:4]3[N:5]=[CH:6][N:7]=[C:2]([NH2:1])[C:3]=3[C:10]([C:11]3[CH:12]=[CH:13][C:14]([O:17][C:18]4[CH:23]=[CH:22][CH:21]=[CH:20][CH:19]=4)=[CH:15][CH:16]=3)=[CH:9]2)[CH2:25][CH2:26]1. (4) Given the reactants Cl.[CH2:2]([O:9][C:10]1[CH:15]=[C:14]([Br:16])[CH:13]=[CH:12][C:11]=1[NH:17]N)[C:3]1[CH:8]=[CH:7][CH:6]=[CH:5][CH:4]=1.[CH2:19]1[CH:26]2[NH:27][CH:21]([CH2:22][C:23]([CH2:25]2)=O)[CH2:20]1.Cl.Cl.[OH-].[NH4+].[C:32](O[C:32]([O:34][C:35]([CH3:38])([CH3:37])[CH3:36])=[O:33])([O:34][C:35]([CH3:38])([CH3:37])[CH3:36])=[O:33].C(N(CC)CC)C, predict the reaction product. The product is: [Br:16][C:14]1[CH:15]=[C:10]([O:9][CH2:2][C:3]2[CH:8]=[CH:7][CH:6]=[CH:5][CH:4]=2)[C:11]2[NH:17][C:23]3[CH2:22][CH:21]4[NH:27][CH:26]([C:25]=3[C:12]=2[C:13]=1[C:32]([O:34][C:35]([CH3:38])([CH3:37])[CH3:36])=[O:33])[CH2:19][CH2:20]4. (5) Given the reactants C(OC([N:8]1[CH2:12][C@@H:11]([CH2:13][N:14]([CH:31]([CH3:33])[CH3:32])[C:15](=[O:30])[C:16]2[CH:21]=[CH:20][C:19]([O:22][CH3:23])=[C:18]([O:24][CH2:25][CH2:26][CH2:27][O:28][CH3:29])[CH:17]=2)[C@H:10]([OH:34])[CH2:9]1)=O)(C)(C)C.Br[CH2:36][C:37]1[CH:42]=[C:41]([O:43][CH3:44])[CH:40]=[C:39]([O:45][CH3:46])[CH:38]=1.CC#N.O.CC#N, predict the reaction product. The product is: [CH3:46][O:45][C:39]1[CH:38]=[C:37]([CH:42]=[C:41]([O:43][CH3:44])[CH:40]=1)[CH2:36][O:34][C@@H:10]1[CH2:9][NH:8][CH2:12][C@H:11]1[CH2:13][N:14]([CH:31]([CH3:32])[CH3:33])[C:15](=[O:30])[C:16]1[CH:21]=[CH:20][C:19]([O:22][CH3:23])=[C:18]([O:24][CH2:25][CH2:26][CH2:27][O:28][CH3:29])[CH:17]=1.